From a dataset of Catalyst prediction with 721,799 reactions and 888 catalyst types from USPTO. Predict which catalyst facilitates the given reaction. (1) Reactant: C(S(C)(=O)=O)=C.[CH3:7][S:8]([CH2:11][CH2:12][N:13]1[CH:18]2[CH2:19][CH2:20][CH:14]1[CH2:15][CH:16]([O:21][C:22]1[CH:27]=[CH:26][C:25]([N+:28]([O-])=O)=[CH:24][CH:23]=1)[CH2:17]2)(=[O:10])=[O:9].[N+](C1C=CC(OC2CC3NC(CC3)C2)=CC=1)([O-])=O. Product: [CH3:7][S:8]([CH2:11][CH2:12][N:13]1[CH:14]2[CH2:20][CH2:19][CH:18]1[CH2:17][CH:16]([O:21][C:22]1[CH:23]=[CH:24][C:25]([NH2:28])=[CH:26][CH:27]=1)[CH2:15]2)(=[O:10])=[O:9]. The catalyst class is: 5. (2) Reactant: [N:1]1[CH:6]=[CH:5][C:4]([NH:7][C:8](=[O:15])OCC(Cl)(Cl)Cl)=[CH:3][N:2]=1.[C:16]1([C:22]2[N:26]=[C:25]([N:27]3[CH2:32][CH2:31][NH:30][CH2:29][CH2:28]3)[S:24][N:23]=2)[CH:21]=[CH:20][CH:19]=[CH:18][CH:17]=1.C(N(C(C)C)CC)(C)C.CS(C)=O. Product: [C:16]1([C:22]2[N:26]=[C:25]([N:27]3[CH2:32][CH2:31][N:30]([C:8]([NH:7][C:4]4[CH:5]=[CH:6][N:1]=[N:2][CH:3]=4)=[O:15])[CH2:29][CH2:28]3)[S:24][N:23]=2)[CH:17]=[CH:18][CH:19]=[CH:20][CH:21]=1. The catalyst class is: 6. (3) Reactant: [O:1]=[C:2]1[C@@H:11]([NH:12][C:13](=[O:19])[O:14][C:15]([CH3:18])([CH3:17])[CH3:16])[CH2:10][C:9]2[C:4](=[CH:5][CH:6]=[CH:7][CH:8]=2)[NH:3]1.[Br:20]N1C(=O)CCC1=O. Product: [Br:20][C:7]1[CH:8]=[C:9]2[C:4](=[CH:5][CH:6]=1)[NH:3][C:2](=[O:1])[C@@H:11]([NH:12][C:13](=[O:19])[O:14][C:15]([CH3:16])([CH3:18])[CH3:17])[CH2:10]2. The catalyst class is: 9. (4) Reactant: Cl[C:2]1[N:7]=[CH:6][C:5]([S:8]([C:11]2[N:15]([C:16]3[CH:21]=[CH:20][CH:19]=[CH:18][C:17]=3[F:22])[N:14]=[C:13]([CH2:23][N:24]([CH3:32])[C:25](=[O:31])[O:26][C:27]([CH3:30])([CH3:29])[CH3:28])[CH:12]=2)(=[O:10])=[O:9])=[CH:4][CH:3]=1.C(N(CC)CC)C. Product: [F:22][C:17]1[CH:18]=[CH:19][CH:20]=[CH:21][C:16]=1[N:15]1[C:11]([S:8]([C:5]2[CH:6]=[N:7][CH:2]=[CH:3][CH:4]=2)(=[O:9])=[O:10])=[CH:12][C:13]([CH2:23][N:24]([CH3:32])[C:25](=[O:31])[O:26][C:27]([CH3:28])([CH3:29])[CH3:30])=[N:14]1. The catalyst class is: 129. (5) Reactant: [CH3:1][C:2]1[CH:11]=[CH:10][C:9]2[C:4](=[CH:5][CH:6]=[CH:7][C:8]=2[O:12][CH2:13][CH2:14][N:15]2[CH2:20][CH2:19][NH:18][CH2:17][CH2:16]2)[N:3]=1.[C:21]([C:23]1[CH:24]=[C:25]([CH:28]=[CH:29][CH:30]=1)[CH:26]=O)#[N:22].C(O[BH-](OC(=O)C)OC(=O)C)(=O)C.[Na+].C([O-])(O)=O.[Na+]. Product: [CH3:1][C:2]1[CH:11]=[CH:10][C:9]2[C:4](=[CH:5][CH:6]=[CH:7][C:8]=2[O:12][CH2:13][CH2:14][N:15]2[CH2:20][CH2:19][N:18]([CH2:26][C:25]3[CH:24]=[C:23]([CH:30]=[CH:29][CH:28]=3)[C:21]#[N:22])[CH2:17][CH2:16]2)[N:3]=1. The catalyst class is: 26. (6) Reactant: CON(C)[C:4]([CH:6]1[CH2:8][CH:7]1[C:9]1[CH:14]=[CH:13][CH:12]=[CH:11][C:10]=1[F:15])=[O:5].[OH2:17].[OH-].[Na+]. Product: [F:15][C:10]1[CH:11]=[CH:12][CH:13]=[CH:14][C:9]=1[CH:7]1[CH2:8][CH:6]1[C:4]([OH:17])=[O:5]. The catalyst class is: 5.